Predict which catalyst facilitates the given reaction. From a dataset of Catalyst prediction with 721,799 reactions and 888 catalyst types from USPTO. (1) The catalyst class is: 41. Product: [N+:12]([C:7]1[CH:8]=[CH:9][CH:10]=[C:11]2[C:6]=1[N:5]=[CH:4][N:3]=[C:2]2[NH:20][C:19]1[CH:21]=[CH:22][CH:23]=[C:17]([C:16]([F:15])([F:24])[F:25])[CH:18]=1)([O-:14])=[O:13]. Reactant: Cl[C:2]1[C:11]2[C:6](=[C:7]([N+:12]([O-:14])=[O:13])[CH:8]=[CH:9][CH:10]=2)[N:5]=[CH:4][N:3]=1.[F:15][C:16]([F:25])([F:24])[C:17]1[CH:18]=[C:19]([CH:21]=[CH:22][CH:23]=1)[NH2:20]. (2) Reactant: [C:1]([O:5][C:6]([N:8]1[CH2:13][CH:12]=[C:11]([C:14]2[CH:19]=[CH:18][CH:17]=[C:16]([N+:20]([O-])=O)[CH:15]=2)[CH2:10][CH2:9]1)=[O:7])([CH3:4])([CH3:3])[CH3:2]. Product: [C:1]([O:5][C:6]([N:8]1[CH2:13][CH2:12][CH:11]([C:14]2[CH:19]=[CH:18][CH:17]=[C:16]([NH2:20])[CH:15]=2)[CH2:10][CH2:9]1)=[O:7])([CH3:4])([CH3:2])[CH3:3]. The catalyst class is: 29. (3) Reactant: [Cl:1][C:2]1[CH:7]=[CH:6][C:5]([CH:8]=[CH:9][C:10]2[O:11][CH:12]=[C:13]([CH2:15][OH:16])[N:14]=2)=[CH:4][CH:3]=1.Cl[C:18]1[N:19]=[N:20][C:21]([CH2:24][CH2:25][CH2:26][CH2:27][N:28]2[CH:32]=[N:31][CH:30]=[N:29]2)=[CH:22][CH:23]=1.CC(C)([O-])C.[Na+].[NH4+].[Cl-]. Product: [Cl:1][C:2]1[CH:7]=[CH:6][C:5](/[CH:8]=[CH:9]/[C:10]2[O:11][CH:12]=[C:13]([CH2:15][O:16][C:18]3[N:19]=[N:20][C:21]([CH2:24][CH2:25][CH2:26][CH2:27][N:28]4[CH:32]=[N:31][CH:30]=[N:29]4)=[CH:22][CH:23]=3)[N:14]=2)=[CH:4][CH:3]=1. The catalyst class is: 56. (4) Reactant: P(Br)(Br)([Br:3])=O.O=[C:7]1[C:16]2[CH:15]=[CH:14][CH:13]=[C:12]([C:17]#[N:18])[C:11]=2[CH:10]=[CH:9][NH:8]1. Product: [Br:3][C:7]1[C:16]2[CH:15]=[CH:14][CH:13]=[C:12]([C:17]#[N:18])[C:11]=2[CH:10]=[CH:9][N:8]=1. The catalyst class is: 26. (5) The catalyst class is: 9. Reactant: [Cl-].[Cl-].[Cl-].[Al+3].[N-:5]=[N+:6]=[N-:7].[Na+].[CH3:9][O:10][C:11](=[O:23])[C:12]1[C:17]([CH3:18])=[CH:16][CH:15]=[C:14]([F:19])[C:13]=1[N:20]=[C:21]=[O:22].N([O-])=O.[Na+].Cl. Product: [CH3:9][O:10][C:11](=[O:23])[C:12]1[C:17]([CH3:18])=[CH:16][CH:15]=[C:14]([F:19])[C:13]=1[N:20]1[C:21](=[O:22])[NH:7][N:6]=[N:5]1. (6) Reactant: [F:1][C:2]1[CH:7]=[C:6]([N+:8]([O-:10])=[O:9])[CH:5]=[CH:4][C:3]=1[OH:11].ClC1C=CC=CC=1.Cl[C:20]1[C:29]2[C:24](=[CH:25][C:26]([O:32][CH2:33][CH2:34][CH2:35][N:36]3[CH2:40][CH2:39][CH2:38][CH2:37]3)=[C:27]([O:30][CH3:31])[CH:28]=2)[N:23]=[CH:22][CH:21]=1. Product: [F:1][C:2]1[CH:7]=[C:6]([N+:8]([O-:10])=[O:9])[CH:5]=[CH:4][C:3]=1[O:11][C:20]1[C:29]2[C:24](=[CH:25][C:26]([O:32][CH2:33][CH2:34][CH2:35][N:36]3[CH2:37][CH2:38][CH2:39][CH2:40]3)=[C:27]([O:30][CH3:31])[CH:28]=2)[N:23]=[CH:22][CH:21]=1. The catalyst class is: 2.